From a dataset of Peptide-MHC class II binding affinity with 134,281 pairs from IEDB. Regression. Given a peptide amino acid sequence and an MHC pseudo amino acid sequence, predict their binding affinity value. This is MHC class II binding data. (1) The binding affinity (normalized) is 0.343. The peptide sequence is LSRNSTHEMYYVSGA. The MHC is DRB1_0701 with pseudo-sequence DRB1_0701. (2) The peptide sequence is LDLAVNAAVDAGIHF. The MHC is DRB1_1101 with pseudo-sequence DRB1_1101. The binding affinity (normalized) is 0.205. (3) The peptide sequence is GELQIVDVIDAAFKI. The binding affinity (normalized) is 0.635. The MHC is DRB1_0404 with pseudo-sequence DRB1_0404. (4) The binding affinity (normalized) is 0.224. The MHC is DRB1_0405 with pseudo-sequence DRB1_0405. The peptide sequence is KMIGGIGGFIKVRQYDQISI. (5) The peptide sequence is AFTVVLSGGTLIDTL. The MHC is DRB5_0101 with pseudo-sequence DRB5_0101. The binding affinity (normalized) is 0.335. (6) The peptide sequence is AYVATVSEALRIIAG. The MHC is HLA-DQA10401-DQB10402 with pseudo-sequence HLA-DQA10401-DQB10402. The binding affinity (normalized) is 0.188.